From a dataset of Reaction yield outcomes from USPTO patents with 853,638 reactions. Predict the reaction yield, written as a fraction of the theoretical maximum amount of product (1.0 means a 100% yield; for example, 0.34 means a 34% yield). (1) The reactants are Br[C:2]1[CH:11]=[CH:10][CH:9]=[C:8]2[C:3]=1[CH:4]=[C:5]([C:13]1[CH:18]=[CH:17][C:16]([O:19][CH2:20][CH2:21][N:22]([CH3:24])[CH3:23])=[CH:15][CH:14]=1)[NH:6][C:7]2=[O:12].C(N(CC)CC)C.[CH2:32]([OH:36])[CH2:33][C:34]#[CH:35]. The catalyst is CN(C=O)C.Cl[Pd](Cl)([P](C1C=CC=CC=1)(C1C=CC=CC=1)C1C=CC=CC=1)[P](C1C=CC=CC=1)(C1C=CC=CC=1)C1C=CC=CC=1.[Cu]I. The product is [CH3:23][N:22]([CH3:24])[CH2:21][CH2:20][O:19][C:16]1[CH:17]=[CH:18][C:13]([C:5]2[NH:6][C:7](=[O:12])[C:8]3[C:3]([CH:4]=2)=[C:2]([C:35]#[C:34][CH2:33][CH2:32][OH:36])[CH:11]=[CH:10][CH:9]=3)=[CH:14][CH:15]=1. The yield is 0.390. (2) The reactants are [F:1][C:2]1[CH:3]=[C:4]([C@:15]([NH:30][S@@](C(C)(C)C)=O)([C:23]2[CH:28]=[CH:27][C:26]([F:29])=[CH:25][CH:24]=2)[CH2:16][C:17]2[CH:22]=[CH:21][CH:20]=[CH:19][CH:18]=2)[CH:5]=[C:6]([O:8][C:9]([F:14])([F:13])[CH:10]([F:12])[F:11])[CH:7]=1.CO. The catalyst is Cl.O1CCOCC1. The product is [F:1][C:2]1[CH:3]=[C:4]([C@@:15]([C:23]2[CH:28]=[CH:27][C:26]([F:29])=[CH:25][CH:24]=2)([NH2:30])[CH2:16][C:17]2[CH:22]=[CH:21][CH:20]=[CH:19][CH:18]=2)[CH:5]=[C:6]([O:8][C:9]([F:14])([F:13])[CH:10]([F:12])[F:11])[CH:7]=1. The yield is 0.900.